Dataset: Reaction yield outcomes from USPTO patents with 853,638 reactions. Task: Predict the reaction yield, written as a fraction of the theoretical maximum amount of product (1.0 means a 100% yield; for example, 0.34 means a 34% yield). (1) The reactants are C[O:2][C:3](=O)[C:4]1[CH:9]=[CH:8][C:7]([NH:10][C:11](=[O:35])[CH:12]([C:19]2[CH:24]=[CH:23][C:22]([C:25]3[C:34]4[C:29](=[CH:30][CH:31]=[CH:32][CH:33]=4)[CH:28]=[CH:27][CH:26]=3)=[CH:21][CH:20]=2)[CH2:13][CH:14]2[CH2:18][CH2:17][CH2:16][CH2:15]2)=[N:6][CH:5]=1.[H-].[Al+3].[Li+].[H-].[H-].[H-]. The catalyst is C(OCC)C. The product is [CH:14]1([CH2:13][CH:12]([C:19]2[CH:20]=[CH:21][C:22]([C:25]3[C:34]4[C:29](=[CH:30][CH:31]=[CH:32][CH:33]=4)[CH:28]=[CH:27][CH:26]=3)=[CH:23][CH:24]=2)[C:11]([NH:10][C:7]2[CH:8]=[CH:9][C:4]([CH2:3][OH:2])=[CH:5][N:6]=2)=[O:35])[CH2:15][CH2:16][CH2:17][CH2:18]1. The yield is 0.370. (2) The reactants are [ClH:1].[CH:2]1[C:11]2[C:6](=[CH:7][CH:8]=[CH:9][CH:10]=2)[CH:5]=[C:4]([C:12]2[CH:17]=[CH:16][C:15]([OH:18])=[CH:14][CH:13]=2)[N:3]=1. No catalyst specified. The product is [ClH:1].[CH:2]1[C:11]2[C:6](=[CH:7][CH:8]=[CH:9][CH:10]=2)[CH:5]=[C:4]([C:12]2[CH:17]=[CH:16][C:15]([OH:18])=[CH:14][CH:13]=2)[N:3]=1. The yield is 0.770. (3) The reactants are [Cl:1][C:2]1[CH:7]=[CH:6][C:5]([NH:8][C:9]2[C:14]([NH2:15])=[CH:13][N:12]=[C:11]([NH:16][C:17]3[CH:18]=[N:19][N:20]([CH:22]4[CH2:27][CH2:26][O:25][CH2:24][CH2:23]4)[CH:21]=3)[N:10]=2)=[CH:4][C:3]=1[F:28].[CH:29](OC)(OC)OC. No catalyst specified. The product is [Cl:1][C:2]1[CH:7]=[CH:6][C:5]([N:8]2[CH:29]=[N:15][C:14]3[C:9]2=[N:10][C:11]([NH:16][C:17]2[CH:18]=[N:19][N:20]([CH:22]4[CH2:23][CH2:24][O:25][CH2:26][CH2:27]4)[CH:21]=2)=[N:12][CH:13]=3)=[CH:4][C:3]=1[F:28]. The yield is 0.460.